From a dataset of Forward reaction prediction with 1.9M reactions from USPTO patents (1976-2016). Predict the product of the given reaction. Given the reactants Cl[C:2]1[N:7]=[CH:6][N:5]=[C:4]([NH2:8])[C:3]=1[C:9]1[N:10]=[N:11][N:12]([CH3:14])[N:13]=1.[NH2:15][C@H:16]([C:19]1[N:20]([CH:31]2[CH2:33][CH2:32]2)[C:21](=[O:30])[C:22]2[C:27]([CH:28]=1)=[CH:26][CH:25]=[CH:24][C:23]=2[Cl:29])[CH2:17][CH3:18].CCN(C(C)C)C(C)C, predict the reaction product. The product is: [NH2:8][C:4]1[N:5]=[CH:6][N:7]=[C:2]([NH:15][C@H:16]([C:19]2[N:20]([CH:31]3[CH2:33][CH2:32]3)[C:21](=[O:30])[C:22]3[C:27]([CH:28]=2)=[CH:26][CH:25]=[CH:24][C:23]=3[Cl:29])[CH2:17][CH3:18])[C:3]=1[C:9]1[N:10]=[N:11][N:12]([CH3:14])[N:13]=1.